Dataset: Full USPTO retrosynthesis dataset with 1.9M reactions from patents (1976-2016). Task: Predict the reactants needed to synthesize the given product. (1) Given the product [C:1]([O:5][C:6]([N:8]1[CH2:9][CH2:10][CH:11]([C:14]2[C:15]([O:23][CH2:24][C:25]([F:28])([F:27])[F:26])=[N:16][CH:17]=[C:18]([C:20](=[O:21])[NH:30][N:62]3[CH2:63][CH2:64][CH:65]([CH2:67][CH2:68][OH:69])[CH2:66][CH2:61]3)[CH:19]=2)[CH2:12][CH2:13]1)=[O:7])([CH3:4])([CH3:3])[CH3:2], predict the reactants needed to synthesize it. The reactants are: [C:1]([O:5][C:6]([N:8]1[CH2:13][CH2:12][CH:11]([C:14]2[C:15]([O:23][CH2:24][C:25]([F:28])([F:27])[F:26])=[N:16][CH:17]=[C:18]([C:20](O)=[O:21])[CH:19]=2)[CH2:10][CH2:9]1)=[O:7])([CH3:4])([CH3:3])[CH3:2].C[N:30](C(ON1N=NC2C=CC=CC1=2)=[N+](C)C)C.[B-](F)(F)(F)F.C(N(CC)C(C)C)(C)C.N=[C:61]1[CH2:66][CH:65]([CH2:67][CH2:68][OH:69])[CH2:64][CH2:63][NH:62]1. (2) Given the product [F:27][C:2]1([F:1])[CH2:7][CH2:6][CH:5]([C:8]([C:10]2[C:18]3[C:13](=[N:14][CH:15]=[C:16]([C:19]4[C:20]([CH3:25])=[N:21][O:22][C:23]=4[CH3:24])[CH:17]=3)[N:12]([CH3:26])[CH:11]=2)([OH:9])[CH2:28][CH2:29][CH2:30][CH3:31])[CH2:4][CH2:3]1, predict the reactants needed to synthesize it. The reactants are: [F:1][C:2]1([F:27])[CH2:7][CH2:6][CH:5]([C:8]([C:10]2[C:18]3[C:13](=[N:14][CH:15]=[C:16]([C:19]4[C:20]([CH3:25])=[N:21][O:22][C:23]=4[CH3:24])[CH:17]=3)[N:12]([CH3:26])[CH:11]=2)=[O:9])[CH2:4][CH2:3]1.[CH2:28]([Li])[CH2:29][CH2:30][CH3:31].O. (3) Given the product [CH3:17][O:16][C:12]1[CH:11]=[C:10]([CH:15]=[CH:14][CH:13]=1)[CH2:9][NH:8][C:6](=[O:7])[C:5]1[CH:18]=[CH:19][C:2]([C:28]2[CH:29]=[N:30][NH:31][CH:32]=2)=[CH:3][CH:4]=1, predict the reactants needed to synthesize it. The reactants are: Br[C:2]1[CH:19]=[CH:18][C:5]([C:6]([NH:8][CH2:9][C:10]2[CH:15]=[CH:14][CH:13]=[C:12]([O:16][CH3:17])[CH:11]=2)=[O:7])=[CH:4][CH:3]=1.CC1(C)C(C)(C)OB([C:28]2[CH:29]=[N:30][NH:31][CH:32]=2)O1.C(=O)([O-])[O-].[Na+].[Na+].COCCOC. (4) Given the product [Br:3][C:4]1[CH:9]=[CH:8][C:7]([NH2:2])=[CH:6][C:5]=1[O:10][CH3:11], predict the reactants needed to synthesize it. The reactants are: [Cl-].[NH4+:2].[Br:3][C:4]1[CH:9]=[CH:8][CH:7]=[CH:6][C:5]=1[O:10][CH3:11].